Dataset: Forward reaction prediction with 1.9M reactions from USPTO patents (1976-2016). Task: Predict the product of the given reaction. (1) Given the reactants [Cl:1][C:2]1[CH:3]=[C:4]([N:8]2[C:13](=[O:14])[C:12](Br)=[C:11]([Br:16])[CH:10]=[N:9]2)[CH:5]=[CH:6][CH:7]=1.[CH3:17][CH:18]([CH3:21])[CH2:19][OH:20], predict the reaction product. The product is: [Cl:1][C:2]1[CH:3]=[C:4]([N:8]2[C:13](=[O:14])[C:12]([O:20][CH2:19][CH:18]([CH3:21])[CH3:17])=[C:11]([Br:16])[CH:10]=[N:9]2)[CH:5]=[CH:6][CH:7]=1. (2) The product is: [O:4]([CH2:3][C:2]([Cl:6])([Cl:5])[Cl:1])[S:7]([C:10]([F:13])([F:12])[F:11])(=[O:9])=[O:8]. Given the reactants [Cl:1][C:2]([Cl:6])([Cl:5])[CH2:3][OH:4].[S:7](O[S:7]([C:10]([F:13])([F:12])[F:11])(=[O:9])=[O:8])([C:10]([F:13])([F:12])[F:11])(=[O:9])=[O:8], predict the reaction product.